Dataset: Catalyst prediction with 721,799 reactions and 888 catalyst types from USPTO. Task: Predict which catalyst facilitates the given reaction. (1) Reactant: [CH3:1][O:2][C:3]1[C:16]2[C:15](=[O:17])[C:14]3[C:9](=[CH:10][CH:11]=[CH:12][CH:13]=3)[C:8](=[O:18])[C:7]=2[C:6]([N+:19]([O-])=O)=[CH:5][CH:4]=1.[S-2].[Na+].[Na+].[Cl-].[Na+]. Product: [CH3:1][O:2][C:3]1[C:16]2[C:15](=[O:17])[C:14]3[C:9](=[CH:10][CH:11]=[CH:12][CH:13]=3)[C:8](=[O:18])[C:7]=2[C:6]([NH2:19])=[CH:5][CH:4]=1. The catalyst class is: 6. (2) Reactant: NC1C=CC(S(NC2C=C(C=CC=2NS(C2C=CC(N)=CC=2)(=O)=O)C(OC)=O)(=O)=O)=CC=1.[NH2:33][C:34]1[CH:39]=[CH:38][C:37]([C:40]2[CH:45]=[CH:44][C:43]([F:46])=[C:42]([C:47]#[N:48])[CH:41]=2)=[CH:36][C:35]=1[N+:49]([O-])=O. Product: [NH2:49][C:35]1[CH:36]=[C:37]([C:40]2[CH:45]=[CH:44][C:43]([F:46])=[C:42]([C:47]#[N:48])[CH:41]=2)[CH:38]=[CH:39][C:34]=1[NH2:33]. The catalyst class is: 45.